Binary Classification. Given a T-cell receptor sequence (or CDR3 region) and an epitope sequence, predict whether binding occurs between them. From a dataset of TCR-epitope binding with 47,182 pairs between 192 epitopes and 23,139 TCRs. (1) The epitope is RIFTIGTVTLK. The TCR CDR3 sequence is CSVTEGFGTEAFF. Result: 0 (the TCR does not bind to the epitope). (2) The TCR CDR3 sequence is CASSSGQGDSPLHF. Result: 0 (the TCR does not bind to the epitope). The epitope is NLDSKVGGNY.